This data is from Full USPTO retrosynthesis dataset with 1.9M reactions from patents (1976-2016). The task is: Predict the reactants needed to synthesize the given product. The reactants are: [CH3:1][O:2][C:3]1[CH:8]=[C:7]([CH3:9])[CH:6]=[CH:5][C:4]=1[Cl:10].C1C(=O)N(Br)C(=O)C1.[C:19]1(=[O:29])[NH:23][C:22](=[O:24])[C:21]2=[CH:25][CH:26]=[CH:27][CH:28]=[C:20]12.[K].C(O)(=O)CC(CC(O)=O)(C(O)=O)O. Given the product [Cl:10][C:4]1[CH:5]=[CH:6][C:7]([CH2:9][N:23]2[C:19](=[O:29])[C:20]3[C:21](=[CH:25][CH:26]=[CH:27][CH:28]=3)[C:22]2=[O:24])=[CH:8][C:3]=1[O:2][CH3:1], predict the reactants needed to synthesize it.